Dataset: Full USPTO retrosynthesis dataset with 1.9M reactions from patents (1976-2016). Task: Predict the reactants needed to synthesize the given product. Given the product [CH3:20][CH:21]1[CH2:24][N:10]([C:3]2[C:4]([Cl:9])=[CH:5][C:6]([Cl:8])=[CH:7][C:2]=2[Cl:1])[S:11](=[O:13])(=[O:12])[N:14]([CH2:15][C:16]([O:18][CH3:19])=[O:17])[CH2:22]1, predict the reactants needed to synthesize it. The reactants are: [Cl:1][C:2]1[CH:7]=[C:6]([Cl:8])[CH:5]=[C:4]([Cl:9])[C:3]=1[NH:10][S:11]([NH:14][CH2:15][C:16]([O:18][CH3:19])=[O:17])(=[O:13])=[O:12].[CH3:20][CH:21]([CH2:24]O)[CH2:22]O.C1C=CC(P(C2C=CC=CC=2)C2C=CC=CC=2)=CC=1.CC(OC(/N=N/C(OC(C)C)=O)=O)C.